Dataset: Forward reaction prediction with 1.9M reactions from USPTO patents (1976-2016). Task: Predict the product of the given reaction. (1) Given the reactants [Si:1]([O:8][CH:9]1[CH2:14][CH2:13][N:12]([C:15]([O:17][C:18]([CH3:21])([CH3:20])[CH3:19])=[O:16])[CH2:11][CH:10]1[CH2:22]O)([C:4]([CH3:7])([CH3:6])[CH3:5])([CH3:3])[CH3:2].C(N(CC)CC)C.CS(Cl)(=O)=O.[N-:36]=[N+:37]=[N-:38].[Na+], predict the reaction product. The product is: [N:36]([CH2:22][CH:10]1[CH:9]([O:8][Si:1]([C:4]([CH3:7])([CH3:6])[CH3:5])([CH3:3])[CH3:2])[CH2:14][CH2:13][N:12]([C:15]([O:17][C:18]([CH3:21])([CH3:20])[CH3:19])=[O:16])[CH2:11]1)=[N+:37]=[N-:38]. (2) Given the reactants [Br:1][C:2]1[CH:3]=[C:4]2[C:8](=[CH:9][CH:10]=1)[NH:7][C:6](=[O:11])[CH2:5]2.[CH2:12]([N:14]([CH2:32][CH3:33])[CH2:15][CH2:16][CH2:17][NH:18][C:19]([C:21]1[NH:22][C:23]([CH:30]=O)=[C:24]([C:27](=[O:29])[CH3:28])[C:25]=1[CH3:26])=[O:20])[CH3:13].C(OC(C1NC(C=O)=C(C(=O)C)C=1C)=O)C, predict the reaction product. The product is: [CH2:32]([N:14]([CH2:12][CH3:13])[CH2:15][CH2:16][CH2:17][NH:18][C:19]([C:21]1[NH:22][C:23]([CH:30]=[C:5]2[C:4]3[C:8](=[CH:9][CH:10]=[C:2]([Br:1])[CH:3]=3)[NH:7][C:6]2=[O:11])=[C:24]([C:27](=[O:29])[CH3:28])[C:25]=1[CH3:26])=[O:20])[CH3:33]. (3) Given the reactants Br[C:2]1[CH:3]=[CH:4][C:5]2[C:9]3[CH:10]=[CH:11][C:12](Br)=[CH:13][C:8]=3[S:7](=[O:16])(=[O:15])[C:6]=2[CH:17]=1.[N:18]12[CH2:25][CH2:24][CH:21]([CH2:22][CH2:23]1)[C@H:20]([OH:26])[CH2:19]2.N1C2C(=CC=C3C=2N=CC=C3)C=CC=1.C(=O)([O-])[O-].[Cs+].[Cs+], predict the reaction product. The product is: [O:15]=[S:7]1(=[O:16])[C:6]2[CH:17]=[CH:2][CH:3]=[CH:4][C:5]=2[C:9]2[CH:10]=[CH:11][C:12]([O:26][C@H:20]3[CH:21]4[CH2:24][CH2:25][N:18]([CH2:23][CH2:22]4)[CH2:19]3)=[CH:13][C:8]1=2. (4) The product is: [Cl:29][C:30]1[N:31]=[CH:32][C:33]([S:36]([NH:1][C:2]2[CH:7]=[CH:6][C:5]([CH2:8][N:9]3[CH2:14][CH2:13][N:12]([C:15]([O:17][C:18]([CH3:21])([CH3:20])[CH3:19])=[O:16])[C@@H:11]([CH3:22])[CH2:10]3)=[CH:4][CH:3]=2)(=[O:38])=[O:37])=[CH:34][CH:35]=1. Given the reactants [NH2:1][C:2]1[CH:7]=[CH:6][C:5]([CH2:8][N:9]2[CH2:14][CH2:13][N:12]([C:15]([O:17][C:18]([CH3:21])([CH3:20])[CH3:19])=[O:16])[C@@H:11]([CH3:22])[CH2:10]2)=[CH:4][CH:3]=1.N1C=CC=CC=1.[Cl:29][C:30]1[CH:35]=[CH:34][C:33]([S:36](Cl)(=[O:38])=[O:37])=[CH:32][N:31]=1, predict the reaction product.